Task: Predict the reaction yield, written as a fraction of the theoretical maximum amount of product (1.0 means a 100% yield; for example, 0.34 means a 34% yield).. Dataset: Reaction yield outcomes from USPTO patents with 853,638 reactions (1) The reactants are Cl.Br[CH2:3][C:4]1[CH:9]=[CH:8][N:7]=[CH:6][CH:5]=1.C(=O)([O-])[O-].[K+].[K+].[Br:16][C:17]1[CH:22]=[CH:21][C:20]([SH:23])=[CH:19][CH:18]=1.C(OCC)(=O)C. The catalyst is C1COCC1.O. The product is [Br:16][C:17]1[CH:22]=[CH:21][C:20]([S:23][CH2:3][C:4]2[CH:9]=[CH:8][N:7]=[CH:6][CH:5]=2)=[CH:19][CH:18]=1. The yield is 0.820. (2) The yield is 0.580. The catalyst is C(Cl)Cl. The reactants are [Br:1][C:2]1[CH:7]=[CH:6][C:5]([C@H:8]([NH2:10])[CH3:9])=[CH:4][CH:3]=1.[CH3:11][S:12](Cl)(=[O:14])=[O:13].N1C=CC=CC=1. The product is [Br:1][C:2]1[CH:7]=[CH:6][C:5]([C@H:8]([NH:10][S:12]([CH3:11])(=[O:14])=[O:13])[CH3:9])=[CH:4][CH:3]=1. (3) The reactants are [CH3:1][C:2]1[N:7]2[CH:8]=[C:9]([C:11]([O:13][CH2:14][CH3:15])=[O:12])[N:10]=[C:6]2[CH:5]=[CH:4][CH:3]=1.[Br:16]N1C(=O)CCC1=O. The catalyst is C(#N)C. The product is [Br:16][C:8]1[N:7]2[C:2]([CH3:1])=[CH:3][CH:4]=[CH:5][C:6]2=[N:10][C:9]=1[C:11]([O:13][CH2:14][CH3:15])=[O:12]. The yield is 0.580. (4) The reactants are BrC1C=NC2C(C=1)=CC=CC=2.C(OC([N:19]1[CH2:24][CH2:23][C:22]([C:26]2[CH:27]=[N:28][C:29]3[C:34]([CH:35]=2)=[CH:33][CH:32]=[CH:31][CH:30]=3)([OH:25])[CH2:21][CH2:20]1)=O)(C)(C)C.C(ON1CCC(C2C=NC3C(C=2)=CC=CC=3)(O)CC1=C=O)(C)(C)C. No catalyst specified. The product is [N:28]1[C:29]2[C:34](=[CH:33][CH:32]=[CH:31][CH:30]=2)[CH:35]=[C:26]([C:22]2([OH:25])[CH2:21][CH2:20][NH:19][CH2:24][CH2:23]2)[CH:27]=1. The yield is 0.620. (5) The reactants are C(N(CC)CC)C.C(O[C@@H:12]1[C@H:18]2[C@H:19]3[C@H:28]([CH2:29][CH2:30][C@:15]2([CH2:16][CH3:17])[C:14](=[O:33])[CH2:13]1)[C@@H:27]1[C:22](=[CH:23][C:24](=[O:31])[CH2:25][CH2:26]1)[CH:21]([OH:32])[CH2:20]3)(=O)C.O. The catalyst is CCO. The product is [OH:32][CH:21]1[C:22]2[C@H:27]([CH2:26][CH2:25][C:24](=[O:31])[CH:23]=2)[C@@H:28]2[C@H:19]([C@H:18]3[C@@:15]([CH2:30][CH2:29]2)([CH2:16][CH3:17])[C:14](=[O:33])[CH:13]=[CH:12]3)[CH2:20]1. The yield is 0.340. (6) The reactants are [CH3:1]O.Cl.Cl[C:5]1[C:10]([C:11]#[N:12])=[CH:9][N:8]=[C:7]([S:13][CH3:14])[N:6]=1.[CH3:15][CH2:16][N:17](C(C)C)C(C)C.C([O:27][CH2:28][CH3:29])(=O)C.[CH2:30](O)[CH3:31]. No catalyst specified. The product is [OH:27][CH2:28][C@H:29]1[CH2:15][C@@H:16]([NH:17][C:5]2[C:10]([C:11]#[N:12])=[CH:9][N:8]=[C:7]([S:13][CH3:14])[N:6]=2)[C:30]1([CH3:31])[CH3:1]. The yield is 0.960. (7) The reactants are Cl[C:2]1C=C(SC2C3C(=CC(C)=CC=3)NC=2CCC(N)=O)C=C(Cl)[CH:7]=1.[Cl:25][C:26]1[CH:31]=[CH:30][C:29]([S:32][C:33]2[C:41]3[C:36](=[CH:37][CH:38]=[CH:39][C:40]=3[CH3:42])[NH:35][C:34]=2[C:43]([OH:45])=[O:44])=[CH:28][CH:27]=1.C(Cl)(=O)C(Cl)=O.CCO. The catalyst is C1COCC1. The product is [Cl:25][C:26]1[CH:27]=[CH:28][C:29]([S:32][C:33]2[C:41]3[C:36](=[CH:37][CH:38]=[CH:39][C:40]=3[CH3:42])[NH:35][C:34]=2[C:43]([O:45][CH2:2][CH3:7])=[O:44])=[CH:30][CH:31]=1. The yield is 0.620.